From a dataset of Catalyst prediction with 721,799 reactions and 888 catalyst types from USPTO. Predict which catalyst facilitates the given reaction. (1) Reactant: [C:1]1([CH3:10])[CH:6]=[CH:5][C:4]([N:7]=[C:8]=[S:9])=[CH:3][CH:2]=1.[C:11]1([NH2:18])[CH:16]=[CH:15][CH:14]=[CH:13][C:12]=1[NH2:17]. Product: [NH2:17][C:12]1[CH:13]=[CH:14][CH:15]=[CH:16][C:11]=1[NH:18][C:8]([NH:7][C:4]1[CH:5]=[CH:6][C:1]([CH3:10])=[CH:2][CH:3]=1)=[S:9]. The catalyst class is: 48. (2) Reactant: [Cl:1][C:2]1[CH:3]=[C:4]2[C:9](=[N:10][CH:11]=1)[NH:8][CH:7]([C:12]([F:15])([F:14])[F:13])[C:6]([C:16]([O:18]CC)=[O:17])=[CH:5]2.[OH-].[Na+].CO.O. The catalyst class is: 7. Product: [Cl:1][C:2]1[CH:3]=[C:4]2[C:9](=[N:10][CH:11]=1)[NH:8][CH:7]([C:12]([F:15])([F:13])[F:14])[C:6]([C:16]([OH:18])=[O:17])=[CH:5]2. (3) Reactant: Cl[C:2]1[C:11]2[CH2:10][CH2:9][CH2:8][CH2:7][C:6]=2[N:5]=[C:4]([NH2:12])[N:3]=1.C(N(CC)CC)C.Cl.[CH2:21]([O:23][C:24](=[O:31])[CH:25]([CH2:27][CH:28]([CH3:30])[CH3:29])[NH2:26])[CH3:22]. Product: [CH2:21]([O:23][C:24](=[O:31])[CH:25]([NH:26][C:2]1[C:11]2[CH2:10][CH2:9][CH2:8][CH2:7][C:6]=2[N:5]=[C:4]([NH2:12])[N:3]=1)[CH2:27][CH:28]([CH3:29])[CH3:30])[CH3:22]. The catalyst class is: 51. (4) Reactant: Cl[C:2]1[C:11]2[C:6](=[CH:7][C:8]([Cl:12])=[CH:9][CH:10]=2)[N:5]=[CH:4][CH:3]=1.[CH2:13]1[CH:20]2[CH:16]([CH2:17][CH:18]([NH2:21])[CH2:19]2)[CH2:15][CH:14]1[NH2:22].C(N(CC)CC)C.[OH-].[Na+]. Product: [Cl:12][C:8]1[CH:7]=[C:6]2[C:11]([C:2]([NH:21][CH:18]3[CH2:19][CH:20]4[CH:16]([CH2:15][CH:14]([NH2:22])[CH2:13]4)[CH2:17]3)=[CH:3][CH:4]=[N:5]2)=[CH:10][CH:9]=1. The catalyst class is: 264. (5) Reactant: Cl[CH2:2][C:3]1[CH:10]=[CH:9][C:6]([CH2:7][OH:8])=[CH:5][CH:4]=1.[Cl:11][C:12]1[CH:13]=[N:14][NH:15][CH:16]=1.C(=O)([O-])[O-].[K+].[K+]. Product: [Cl:11][C:12]1[CH:13]=[N:14][N:15]([CH2:2][C:3]2[CH:10]=[CH:9][C:6]([CH2:7][OH:8])=[CH:5][CH:4]=2)[CH:16]=1. The catalyst class is: 47.